This data is from NCI-60 drug combinations with 297,098 pairs across 59 cell lines. The task is: Regression. Given two drug SMILES strings and cell line genomic features, predict the synergy score measuring deviation from expected non-interaction effect. (1) Drug 1: C1CN1C2=NC(=NC(=N2)N3CC3)N4CC4. Drug 2: CC(C)NC(=O)C1=CC=C(C=C1)CNNC.Cl. Cell line: NCI-H226. Synergy scores: CSS=2.22, Synergy_ZIP=-1.12, Synergy_Bliss=-2.71, Synergy_Loewe=-7.51, Synergy_HSA=-2.19. (2) Drug 1: CC1=C(C=C(C=C1)C(=O)NC2=CC(=CC(=C2)C(F)(F)F)N3C=C(N=C3)C)NC4=NC=CC(=N4)C5=CN=CC=C5. Synergy scores: CSS=-3.58, Synergy_ZIP=-1.13, Synergy_Bliss=-6.18, Synergy_Loewe=-3.37, Synergy_HSA=-6.52. Cell line: HOP-92. Drug 2: CCN(CC)CCNC(=O)C1=C(NC(=C1C)C=C2C3=C(C=CC(=C3)F)NC2=O)C. (3) Cell line: M14. Synergy scores: CSS=-3.15, Synergy_ZIP=0.347, Synergy_Bliss=-2.84, Synergy_Loewe=-6.03, Synergy_HSA=-6.37. Drug 2: CC12CCC3C(C1CCC2OP(=O)(O)O)CCC4=C3C=CC(=C4)OC(=O)N(CCCl)CCCl.[Na+]. Drug 1: C#CCC(CC1=CN=C2C(=N1)C(=NC(=N2)N)N)C3=CC=C(C=C3)C(=O)NC(CCC(=O)O)C(=O)O. (4) Drug 1: CN1C2=C(C=C(C=C2)N(CCCl)CCCl)N=C1CCCC(=O)O.Cl. Drug 2: CCN(CC)CCCC(C)NC1=C2C=C(C=CC2=NC3=C1C=CC(=C3)Cl)OC. Cell line: 786-0. Synergy scores: CSS=4.04, Synergy_ZIP=0.833, Synergy_Bliss=2.92, Synergy_Loewe=-15.7, Synergy_HSA=0.760. (5) Drug 1: C1=CC=C(C(=C1)C(C2=CC=C(C=C2)Cl)C(Cl)Cl)Cl. Drug 2: CC(C)(C#N)C1=CC(=CC(=C1)CN2C=NC=N2)C(C)(C)C#N. Cell line: CAKI-1. Synergy scores: CSS=1.18, Synergy_ZIP=3.10, Synergy_Bliss=5.70, Synergy_Loewe=4.21, Synergy_HSA=2.22. (6) Drug 1: C1C(C(OC1N2C=C(C(=O)NC2=O)F)CO)O. Drug 2: C1=NC2=C(N=C(N=C2N1C3C(C(C(O3)CO)O)O)F)N. Cell line: ACHN. Synergy scores: CSS=27.3, Synergy_ZIP=-5.28, Synergy_Bliss=-1.16, Synergy_Loewe=1.29, Synergy_HSA=2.81.